Dataset: HIV replication inhibition screening data with 41,000+ compounds from the AIDS Antiviral Screen. Task: Binary Classification. Given a drug SMILES string, predict its activity (active/inactive) in a high-throughput screening assay against a specified biological target. The compound is COC1C=COC2(C)Oc3c(C)c(O)c4c(O)c(cc(OCC(=O)N5CCOCC5C)c4c3C2=O)NC(=O)C(C)=CC=CC(C)C(O)C(C)C(O)C(C)C(OC(C)=O)C1C. The result is 0 (inactive).